The task is: Predict the reaction yield, written as a fraction of the theoretical maximum amount of product (1.0 means a 100% yield; for example, 0.34 means a 34% yield).. This data is from Reaction yield outcomes from USPTO patents with 853,638 reactions. The reactants are [CH3:1][S:2]([C:5]1[CH:10]=[CH:9][C:8]([NH2:11])=[CH:7][CH:6]=1)(=[O:4])=[O:3].[N+:12]([C:15]1[CH:16]=[C:17]([CH:20]=[CH:21][CH:22]=1)[CH:18]=O)([O-:14])=[O:13]. The catalyst is C(O)C. The product is [CH3:1][S:2]([C:5]1[CH:10]=[CH:9][C:8]([N:11]=[CH:18][C:17]2[CH:20]=[CH:21][CH:22]=[C:15]([N+:12]([O-:14])=[O:13])[CH:16]=2)=[CH:7][CH:6]=1)(=[O:3])=[O:4]. The yield is 0.990.